This data is from Peptide-MHC class I binding affinity with 185,985 pairs from IEDB/IMGT. The task is: Regression. Given a peptide amino acid sequence and an MHC pseudo amino acid sequence, predict their binding affinity value. This is MHC class I binding data. (1) The peptide sequence is DAAVVFPPV. The MHC is HLA-A02:16 with pseudo-sequence HLA-A02:16. The binding affinity (normalized) is 0.511. (2) The peptide sequence is HLPGFGTAF. The MHC is HLA-A02:01 with pseudo-sequence HLA-A02:01. The binding affinity (normalized) is 0.0847. (3) The binding affinity (normalized) is 0.166. The MHC is HLA-A68:02 with pseudo-sequence HLA-A68:02. The peptide sequence is VTYNIKPVIV. (4) The peptide sequence is HSNVKELVF. The MHC is HLA-B27:05 with pseudo-sequence HLA-B27:05. The binding affinity (normalized) is 0. (5) The peptide sequence is TVKSMILHEI. The MHC is HLA-A03:01 with pseudo-sequence HLA-A03:01. The binding affinity (normalized) is 0. (6) The peptide sequence is GASRRSWPLN. The MHC is HLA-B58:01 with pseudo-sequence HLA-B58:01. The binding affinity (normalized) is 0.196.